This data is from Catalyst prediction with 721,799 reactions and 888 catalyst types from USPTO. The task is: Predict which catalyst facilitates the given reaction. (1) Reactant: C(OC(=O)[NH:7][C:8]1[CH2:13][N:12]([CH3:14])[C:11](=[O:15])[C:10]([C:17]2[CH:22]=[C:21]([NH:23][C:24]([C:26]3[CH:31]=[CH:30][C:29]([Br:32])=[CH:28][N:27]=3)=[O:25])[CH:20]=[CH:19][C:18]=2[F:33])([CH3:16])[N:9]=1)(C)(C)C.Cl. Product: [NH2:7][C:8]1[CH2:13][N:12]([CH3:14])[C:11](=[O:15])[C:10]([C:17]2[CH:22]=[C:21]([NH:23][C:24]([C:26]3[CH:31]=[CH:30][C:29]([Br:32])=[CH:28][N:27]=3)=[O:25])[CH:20]=[CH:19][C:18]=2[F:33])([CH3:16])[N:9]=1. The catalyst class is: 5. (2) Reactant: [Cl:1][C:2]1[N:7]=[C:6]2[N:8]([CH3:11])[CH:9]=[CH:10][C:5]2=[CH:4][CH:3]=1.[Li]C(C)(C)C.CCCCC.[B:22](OC)([O:25]C)[O:23]C. Product: [Cl:1][C:2]1[N:7]=[C:6]2[C:5]([CH:10]=[C:9]([B:22]([OH:25])[OH:23])[N:8]2[CH3:11])=[CH:4][CH:3]=1. The catalyst class is: 20.